This data is from Reaction yield outcomes from USPTO patents with 853,638 reactions. The task is: Predict the reaction yield, written as a fraction of the theoretical maximum amount of product (1.0 means a 100% yield; for example, 0.34 means a 34% yield). (1) The reactants are [OH:1][CH2:2][C:3]([CH3:11])([CH3:10])[C:4]([NH:6][CH:7]([CH3:9])[CH3:8])=[O:5].[H-].[Na+].[NH2:14][C:15]1[CH:22]=[CH:21][CH:20]=[C:19](F)[C:16]=1[C:17]#[N:18]. The catalyst is C1COCC1. The product is [NH2:14][C:15]1[C:16]([C:17]#[N:18])=[C:19]([CH:20]=[CH:21][CH:22]=1)[O:1][CH2:2][C:3]([CH3:10])([CH3:11])[C:4]([NH:6][CH:7]([CH3:8])[CH3:9])=[O:5]. The yield is 0.500. (2) The reactants are [CH2:1]([O:8][N:9]1[C:15](=[O:16])[N:14]2[CH2:17][C@H:10]1[CH2:11][CH2:12][C@H:13]2[C:18]([O:20]N1C(=O)[C@H]2[C@H]([C@@H]3C[C@H]2C=C3)C1=O)=O)[C:2]1[CH:7]=[CH:6][CH:5]=[CH:4][CH:3]=1.[NH2:33][O:34][C@H:35]1[CH2:39][CH2:38][N:37]([C:40]([O:42][C:43]([CH3:46])([CH3:45])[CH3:44])=[O:41])[CH2:36]1. The catalyst is ClCCl.C(OCC)(=O)C. The product is [CH2:1]([O:8][N:9]1[C:15](=[O:16])[N:14]2[CH2:17][C@H:10]1[CH2:11][CH2:12][C@H:13]2[C:18]([NH:33][O:34][C@H:35]1[CH2:39][CH2:38][N:37]([C:40]([O:42][C:43]([CH3:46])([CH3:45])[CH3:44])=[O:41])[CH2:36]1)=[O:20])[C:2]1[CH:3]=[CH:4][CH:5]=[CH:6][CH:7]=1. The yield is 0.950. (3) The reactants are Br[C:2]1[CH:3]=[C:4]([N:8]2[CH2:13][CH2:12][N:11]([C:14]([O:16][C:17]([CH3:20])([CH3:19])[CH3:18])=[O:15])[CH2:10][CH2:9]2)[CH:5]=[N:6][CH:7]=1.[F:21][C:22]1[CH:27]=[C:26]([F:28])[CH:25]=[CH:24][C:23]=1B(O)O.C(=O)([O-])[O-].[Na+].[Na+].C1(C)C=CC=CC=1. The catalyst is O. The product is [F:21][C:22]1[CH:27]=[C:26]([F:28])[CH:25]=[CH:24][C:23]=1[C:2]1[CH:3]=[C:4]([N:8]2[CH2:13][CH2:12][N:11]([C:14]([O:16][C:17]([CH3:20])([CH3:19])[CH3:18])=[O:15])[CH2:10][CH2:9]2)[CH:5]=[N:6][CH:7]=1. The yield is 0.940. (4) The reactants are [CH3:1][C:2]1[C:3]([C:8]([O:10][CH3:11])=[O:9])=[N:4][CH:5]=[CH:6][N:7]=1.C(OOC(=O)C1C=CC=CC=1)(=O)C1C=CC=CC=1.C(Cl)(Cl)[Cl:31]. No catalyst specified. The product is [Cl:31][CH2:1][C:2]1[C:3]([C:8]([O:10][CH3:11])=[O:9])=[N:4][CH:5]=[CH:6][N:7]=1. The yield is 0.520. (5) The reactants are Cl[C:2]1[N:7]=[N:6][C:5]2[O:8][CH2:9][CH2:10][O:11][C:4]=2[CH:3]=1.[CH2:12]([CH2:15]OC)OC. No catalyst specified. The product is [CH:12]([C:2]1[N:7]=[N:6][C:5]2[O:8][CH2:9][CH2:10][O:11][C:4]=2[CH:3]=1)=[CH2:15]. The yield is 0.500. (6) The reactants are CC(OI1(OC(C)=O)(OC(C)=O)OC(=O)C2C=CC=CC1=2)=O.N1C=CC=CC=1.[OH:29][CH2:30][C:31]1[N:39]([CH2:40][CH2:41][C:42]([O:44][CH3:45])=[O:43])[C:34]2=[N:35][CH:36]=[CH:37][CH:38]=[C:33]2[CH:32]=1. The catalyst is C(Cl)Cl. The product is [CH:30]([C:31]1[N:39]([CH2:40][CH2:41][C:42]([O:44][CH3:45])=[O:43])[C:34]2=[N:35][CH:36]=[CH:37][CH:38]=[C:33]2[CH:32]=1)=[O:29]. The yield is 0.870. (7) The reactants are [CH3:1][S:2]([C:5]1[CH:6]=[C:7]2[C:11](=[CH:12][CH:13]=1)[N:10]([CH2:14][C:15]1[CH:20]=[CH:19][C:18]([CH:21]3[CH2:26][CH2:25][N:24](C(OC(C)(C)C)=O)[CH2:23][CH2:22]3)=[CH:17][N:16]=1)[CH:9]=[CH:8]2)(=[O:4])=[O:3].FC(F)(F)C(O)=O. The catalyst is ClCCl. The product is [CH3:1][S:2]([C:5]1[CH:6]=[C:7]2[C:11](=[CH:12][CH:13]=1)[N:10]([CH2:14][C:15]1[CH:20]=[CH:19][C:18]([CH:21]3[CH2:26][CH2:25][NH:24][CH2:23][CH2:22]3)=[CH:17][N:16]=1)[CH:9]=[CH:8]2)(=[O:4])=[O:3]. The yield is 0.970. (8) The reactants are [N+:1]([C:4]1[CH:21]=[CH:20][C:7]([O:8][C:9]2[CH:10]=[C:11]3[C:15](=[CH:16][CH:17]=2)[C:14](=[O:18])[NH:13][C:12]3=[O:19])=[CH:6][CH:5]=1)([O-])=O. The catalyst is CC(O)=O.O.[Fe]. The product is [NH2:1][C:4]1[CH:21]=[CH:20][C:7]([O:8][C:9]2[CH:10]=[C:11]3[C:15](=[CH:16][CH:17]=2)[C:14](=[O:18])[NH:13][C:12]3=[O:19])=[CH:6][CH:5]=1. The yield is 0.750.